This data is from Forward reaction prediction with 1.9M reactions from USPTO patents (1976-2016). The task is: Predict the product of the given reaction. Given the reactants [OH:1][C:2]1[CH:7]=[CH:6][C:5]([C:8]2[CH2:9][O:10][C:11]3[C:16]([CH:17]=2)=[CH:15][CH:14]=[C:13]([OH:18])[CH:12]=3)=[CH:4][CH:3]=1, predict the reaction product. The product is: [OH:1][C:2]1[CH:7]=[CH:6][C:5]([CH:8]2[CH2:17][C:16]3[C:11](=[CH:12][C:13]([OH:18])=[CH:14][CH:15]=3)[O:10][CH2:9]2)=[CH:4][CH:3]=1.